Dataset: Forward reaction prediction with 1.9M reactions from USPTO patents (1976-2016). Task: Predict the product of the given reaction. Given the reactants [N+:1]([C:4]1[CH:5]=[C:6]([OH:10])[CH:7]=[CH:8][CH:9]=1)([O-:3])=[O:2].[O:11]1[CH:16]=[CH:15][CH2:14][CH2:13][CH2:12]1.C1(C)C=CC(S([O-])(=O)=O)=CC=1.[NH+]1C=CC=CC=1, predict the reaction product. The product is: [N+:1]([C:4]1[CH:5]=[C:6]([CH:7]=[CH:8][CH:9]=1)[O:10][CH:12]1[CH2:13][CH2:14][CH2:15][CH2:16][O:11]1)([O-:3])=[O:2].